This data is from Experimentally validated miRNA-target interactions with 360,000+ pairs, plus equal number of negative samples. The task is: Binary Classification. Given a miRNA mature sequence and a target amino acid sequence, predict their likelihood of interaction. (1) The miRNA is hsa-miR-5681a with sequence AGAAAGGGUGGCAAUACCUCUU. The protein sequence of the target gene is MTQTLKYASRVFHRVRWAPELGASLGYREYHSARRSLADIPGPSTPSFLAELFCKGGLSRLHELQVQGAAHFGPVWLASFGTVRTVYVAAPALVEELLRQEGPRPERCSFSPWTEHRRCRQRACGLLTAEGEEWQRLRSLLAPLLLRPQAAARYAGTLNNVVCDLVRRLRRQRGRGTGPPALVRDVAGEFYKFGLEGIAAVLLGSRLGCLEAQVPPDTETFIRAVGSVFVSTLLTMAMPHWLRHLVPGPWGRLCRDWDQMFAFAQRHVERREAEAAMRNGGQPEKDLESGAHLTHFLFRE.... Result: 1 (interaction). (2) The miRNA is hsa-miR-3185 with sequence AGAAGAAGGCGGUCGGUCUGCGG. The protein sequence of the target gene is MWSEGRYDYDRLPRERVPPRSHPSDGYHRVVNVVPKRPPLLDKRPPLLDKRPPLLARPDEGGYSRYYSHVDCRVCDEGRSFSHDRRSGPSHSGDESGYRWLRDDHSTSRQPDYRDMRDGFRRKSFYSSHYSRDRSPHKRDAPFFRESPVGRKDSPHSRSGSSVSSRSYSPERSRTHSFHQSQHRKSSRVGASYKRQNEAIRGRGKERSIQSVKTSRDASPSSSSAVASSKALDKPSRLTEKELAEAESKWANETLEKSDESNLAEMNEFEAGSTAPLFIDQTEEPESNTVDGTELYEDSQ.... Result: 0 (no interaction).